Dataset: Reaction yield outcomes from USPTO patents with 853,638 reactions. Task: Predict the reaction yield, written as a fraction of the theoretical maximum amount of product (1.0 means a 100% yield; for example, 0.34 means a 34% yield). (1) The reactants are [CH3:1][O:2][C:3]1[C:8]2[CH2:9][CH2:10][CH:11]([NH:14][CH2:15][C:16]([F:19])([F:18])[F:17])[CH2:12][CH2:13][C:7]=2[CH:6]=[CH:5][C:4]=1[NH2:20].Cl[C:22]1[N:27]=[C:26]([NH:28][C:29]2[CH:34]=[CH:33][CH:32]=[CH:31][C:30]=2[S:35]([N:38]([CH3:40])[CH3:39])(=[O:37])=[O:36])[C:25]([Cl:41])=[CH:24][N:23]=1. No catalyst specified. The product is [Cl:41][C:25]1[C:26]([NH:28][C:29]2[CH:34]=[CH:33][CH:32]=[CH:31][C:30]=2[S:35]([N:38]([CH3:40])[CH3:39])(=[O:37])=[O:36])=[N:27][C:22]([NH:20][C:4]2[CH:5]=[CH:6][C:7]3[CH2:13][CH2:12][CH:11]([NH:14][CH2:15][C:16]([F:18])([F:17])[F:19])[CH2:10][CH2:9][C:8]=3[C:3]=2[O:2][CH3:1])=[N:23][CH:24]=1. The yield is 0.349. (2) The reactants are [CH2:1]([CH:4]1[CH2:9][CH2:8][CH:7]([C:10]2[CH:15]=[CH:14][C:13]([C:16]3[CH:21]=[CH:20][C:19](/[CH:22]=[CH:23]/[C:24]([OH:26])=[O:25])=[CH:18][CH:17]=3)=[CH:12][CH:11]=2)[CH2:6][CH2:5]1)[CH2:2][CH3:3].[CH:27]12[CH2:33][CH:30]([CH:31]=[CH:32]1)[CH2:29][CH:28]2[CH2:34]O.C1(C)C(C)=CC=CC=1. The catalyst is [OH-].C([O-])(=O)C.[Zr+2].C(OCC)(=O)C. The product is [CH2:1]([CH:4]1[CH2:9][CH2:8][CH:7]([C:10]2[CH:15]=[CH:14][C:13]([C:16]3[CH:17]=[CH:18][C:19](/[CH:22]=[CH:23]/[C:24]([O:26][CH2:34][CH:28]4[CH2:29][CH:30]5[CH2:33][CH:27]4[CH:32]=[CH:31]5)=[O:25])=[CH:20][CH:21]=3)=[CH:12][CH:11]=2)[CH2:6][CH2:5]1)[CH2:2][CH3:3]. The yield is 0.650. (3) The reactants are [F:1][C:2]1[CH:7]=[CH:6][C:5]([F:8])=[CH:4][C:3]=1[CH:9]([S:20][C:21]1[CH:26]=[CH:25][C:24]([F:27])=[CH:23][CH:22]=1)[C:10]1[C:11]([CH3:19])=[CH:12][C:13]([C:16]([OH:18])=O)=[N:14][CH:15]=1.[NH2:28][CH2:29][CH2:30][OH:31].ON1C2C=CC=CC=2N=N1.CN1CCOCC1.Cl.C(N=C=NCCCN(C)C)C. The catalyst is C(Cl)Cl.O. The product is [F:1][C:2]1[CH:7]=[CH:6][C:5]([F:8])=[CH:4][C:3]=1[CH:9]([S:20][C:21]1[CH:22]=[CH:23][C:24]([F:27])=[CH:25][CH:26]=1)[C:10]1[C:11]([CH3:19])=[CH:12][C:13]([C:16]([NH:28][CH2:29][CH2:30][OH:31])=[O:18])=[N:14][CH:15]=1. The yield is 0.900. (4) The reactants are [CH3:1][S:2][C:3]1[N:8]=[C:7]([O:9][C:10]2[CH:15]=[CH:14][C:13]([N+:16]([O-])=O)=[C:12]([F:19])[CH:11]=2)[CH:6]=[CH:5][N:4]=1.C(O)C.[H][H]. The catalyst is [Pd].C1COCC1. The product is [F:19][C:12]1[CH:11]=[C:10]([O:9][C:7]2[CH:6]=[CH:5][N:4]=[C:3]([S:2][CH3:1])[N:8]=2)[CH:15]=[CH:14][C:13]=1[NH2:16]. The yield is 0.390. (5) The reactants are [I-].[CH3:2][C:3]1[N:10]2[C:6](=[N+:7]([CH3:19])[C:8]3[CH:14]=[CH:13][C:12]([C:15]([F:18])([F:17])[F:16])=[CH:11][C:9]=32)[S:5][CH:4]=1.[CH3:20][O-:21].[Na+]. The catalyst is CO. The product is [CH3:19][N:7]1[C:8]2[CH:14]=[CH:13][C:12]([C:15]([F:16])([F:18])[F:17])=[CH:11][C:9]=2[N:10](/[C:3](/[CH3:2])=[CH:4]\[S:5][CH3:6])[C:20]1=[O:21]. The yield is 0.850. (6) The reactants are [CH2:1]([O:3][C:4]([C:6]1[C:10]([CH:11]=O)=[CH:9][S:8][C:7]=1[NH:13][C:14]([O:16][C:17]([CH3:20])([CH3:19])[CH3:18])=[O:15])=[O:5])[CH3:2].[C:21](=O)([O-])[O-].[K+].[K+].COP(C(=[N+]=[N-])C(=O)C)(=O)OC. The catalyst is CCO. The product is [CH2:1]([O:3][C:4]([C:6]1[C:10]([C:11]#[CH:21])=[CH:9][S:8][C:7]=1[NH:13][C:14]([O:16][C:17]([CH3:20])([CH3:19])[CH3:18])=[O:15])=[O:5])[CH3:2]. The yield is 0.930.